From a dataset of Reaction yield outcomes from USPTO patents with 853,638 reactions. Predict the reaction yield, written as a fraction of the theoretical maximum amount of product (1.0 means a 100% yield; for example, 0.34 means a 34% yield). The reactants are [OH:1][C:2]1[CH:9]=[CH:8][C:7]([O:10][CH3:11])=[CH:6][C:3]=1[CH:4]=[O:5].F[C:13]1[CH:20]=[CH:19][C:16]([CH2:17]Br)=[CH:15][CH:14]=1.C([O-])([O-])=O.[K+].[K+]. The catalyst is CC#N. The product is [CH2:17]([O:1][C:2]1[CH:9]=[CH:8][C:7]([O:10][CH3:11])=[CH:6][C:3]=1[CH:4]=[O:5])[C:16]1[CH:19]=[CH:20][CH:13]=[CH:14][CH:15]=1. The yield is 0.880.